From a dataset of Catalyst prediction with 721,799 reactions and 888 catalyst types from USPTO. Predict which catalyst facilitates the given reaction. (1) Reactant: F[C:2]1[CH:7]=[C:6]([F:8])[CH:5]=[CH:4][C:3]=1[N+:9]([O-:11])=[O:10].[F:12][C:13]([F:17])([F:16])[CH2:14][OH:15].[OH-].[Na+].O. Product: [F:8][C:6]1[CH:5]=[CH:4][C:3]([N+:9]([O-:11])=[O:10])=[C:2]([O:15][CH2:14][C:13]([F:17])([F:16])[F:12])[CH:7]=1. The catalyst class is: 11. (2) Reactant: [Li]CCCC.C(NC(C)C)(C)C.[Si](OC[C@H](C)C[C@H](CC=C)[C:35]([N:37]([C@H:39]([C:48]1[CH:53]=[CH:52][CH:51]=[CH:50][CH:49]=1)[C@H:40]([OH:47])[C:41]1[CH:46]=[CH:45][CH:44]=[CH:43][CH:42]=1)C)=O)(C(C)(C)C)(C1C=CC=CC=1)C1C=CC=CC=1. Product: [CH3:35][NH:37][C@H:39]([C:48]1[CH:53]=[CH:52][CH:51]=[CH:50][CH:49]=1)[C@@H:40]([C:41]1[CH:46]=[CH:45][CH:44]=[CH:43][CH:42]=1)[OH:47]. The catalyst class is: 1. (3) Reactant: [CH:1]1([C:4](Cl)=[O:5])[CH2:3][CH2:2]1.FC(F)(F)C(O)=O.[Br:14][C:15]1[CH:16]=[C:17]([N:21]2[C:29]3[CH2:28][CH2:27][NH:26][CH2:25][C:24]=3[C:23]([C:30]([O:32][CH2:33][CH3:34])=[O:31])=[N:22]2)[CH:18]=[CH:19][CH:20]=1.C(N(CC)CC)C. Product: [Br:14][C:15]1[CH:16]=[C:17]([N:21]2[C:29]3[CH2:28][CH2:27][N:26]([C:4]([CH:1]4[CH2:3][CH2:2]4)=[O:5])[CH2:25][C:24]=3[C:23]([C:30]([O:32][CH2:33][CH3:34])=[O:31])=[N:22]2)[CH:18]=[CH:19][CH:20]=1. The catalyst class is: 1.